This data is from Full USPTO retrosynthesis dataset with 1.9M reactions from patents (1976-2016). The task is: Predict the reactants needed to synthesize the given product. (1) The reactants are: [N+:1]([C:4]1[CH:12]=[C:11]2[C:7]([CH:8]=[N:9][N:10]2[CH2:13][O:14][CH2:15][CH2:16][Si:17]([CH3:20])([CH3:19])[CH3:18])=[CH:6][CH:5]=1)([O-])=O. Given the product [CH3:18][Si:17]([CH3:20])([CH3:19])[CH2:16][CH2:15][O:14][CH2:13][N:10]1[C:11]2[C:7](=[CH:6][CH:5]=[C:4]([NH2:1])[CH:12]=2)[CH:8]=[N:9]1, predict the reactants needed to synthesize it. (2) Given the product [CH:18]([C:16]1[N:17]=[C:13]([C:11]2[CH:2]=[C:1]([OH:3])[C:4]3[C:9](=[C:8]([F:21])[C:7]([O:22][CH3:23])=[CH:6][CH:5]=3)[N:10]=2)[S:14][CH:15]=1)([CH3:20])[CH3:19], predict the reactants needed to synthesize it. The reactants are: [C:1]([C:4]1[C:9]([NH:10][C:11]([C:13]2[S:14][CH:15]=[C:16]([CH:18]([CH3:20])[CH3:19])[N:17]=2)=O)=[C:8]([F:21])[C:7]([O:22][CH3:23])=[CH:6][CH:5]=1)(=[O:3])[CH3:2].C(C1N=C(C2C=C(O)C3C(=C(C)C(OC)=CC=3)N=2)SC=1)(C)C. (3) Given the product [CH2:18]([C:17]([F:20])([CH2:21][CH3:22])[CH2:16][N:13]1[CH2:14][CH2:15][CH:10]([CH2:9][O:8][C:5]2[CH:6]=[CH:7][C:2]([C:31]3[CH:32]=[CH:33][C:28]([C:26]([O:25][CH2:23][CH3:24])=[O:27])=[C:29]([F:37])[CH:30]=3)=[N:3][CH:4]=2)[CH2:11][CH2:12]1)[CH3:19], predict the reactants needed to synthesize it. The reactants are: Cl[C:2]1[CH:7]=[CH:6][C:5]([O:8][CH2:9][CH:10]2[CH2:15][CH2:14][N:13]([CH2:16][C:17]([CH2:21][CH3:22])([F:20])[CH2:18][CH3:19])[CH2:12][CH2:11]2)=[CH:4][N:3]=1.[CH2:23]([O:25][C:26]([C:28]1[CH:33]=[CH:32][C:31](B(O)O)=[CH:30][C:29]=1[F:37])=[O:27])[CH3:24].C([O-])([O-])=O.[Na+].[Na+]. (4) Given the product [O:1]1[CH2:4][CH:3](/[CH:5]=[N:13]/[S@:11]([C:8]([CH3:10])([CH3:9])[CH3:7])=[O:12])[CH2:2]1, predict the reactants needed to synthesize it. The reactants are: [O:1]1[CH2:4][CH:3]([CH:5]=O)[CH2:2]1.[CH3:7][C:8]([S@@:11]([NH2:13])=[O:12])([CH3:10])[CH3:9]. (5) Given the product [CH2:27]([O:34][C:35]1[CH:42]=[CH:41][C:38]([CH:39]=[CH:5][CH2:4][CH2:3][OH:2])=[CH:37][CH:36]=1)[C:28]1[CH:33]=[CH:32][CH:31]=[CH:30][CH:29]=1, predict the reactants needed to synthesize it. The reactants are: [Br-].[OH:2][CH2:3][CH2:4][CH2:5][P+](C1C=CC=CC=1)(C1C=CC=CC=1)C1C=CC=CC=1.O.[Na].[CH2:27]([O:34][C:35]1[CH:42]=[CH:41][C:38]([CH:39]=O)=[CH:37][CH:36]=1)[C:28]1[CH:33]=[CH:32][CH:31]=[CH:30][CH:29]=1. (6) Given the product [CH:15]1([CH2:14][C:3]2[C:2]([OH:27])=[C:7]([CH:8]([CH3:10])[CH3:9])[C:6](=[O:11])[NH:5][C:4]=2[CH3:13])[CH2:17][CH2:16]1, predict the reactants needed to synthesize it. The reactants are: Br[C:2]1[C:7]([CH:8]([CH3:10])[CH3:9])=[C:6]([O:11]C)[N:5]=[C:4]([CH3:13])[C:3]=1[CH2:14][CH:15]1[CH2:17][CH2:16]1.C1(S)C=CC=CC=1.C(Br)(=[O:27])C. (7) Given the product [C:1]([C:4]1[CH:13]=[CH:12][C:7]2[NH:8][C:9](=[O:11])[O:10][C:6]=2[CH:5]=1)(=[O:3])[CH3:2].[CH3:22][CH2:21][CH:20]([C:9]([NH2:8])=[O:10])[CH2:19][CH2:18][CH3:17], predict the reactants needed to synthesize it. The reactants are: [C:1]([C:4]1[CH:13]=[CH:12][C:7]2[NH:8][C:9](=[O:11])[O:10][C:6]=2[CH:5]=1)(=[O:3])[CH3:2].N([CH2:17][CH2:18][CH2:19][CH2:20][CH2:21][CH3:22])=C=O. (8) Given the product [NH2:30][C:22]1[C:21]2[N:31]=[C:18]([CH2:14][CH2:15][CH2:16][CH3:17])[N:19]([CH2:32][CH2:33][CH2:34][N:35]([CH2:1][C:3]3[CH:4]=[C:5]([CH2:9][C:10]([O:12][CH3:13])=[O:11])[CH:6]=[CH:7][CH:8]=3)[CH:36]3[CH2:41][CH2:40][N:39]([CH3:42])[CH2:38][CH2:37]3)[C:20]=2[C:29]2[CH:28]=[CH:27][CH:26]=[CH:25][C:24]=2[N:23]=1, predict the reactants needed to synthesize it. The reactants are: [CH:1]([C:3]1[CH:4]=[C:5]([CH2:9][C:10]([O:12][CH3:13])=[O:11])[CH:6]=[CH:7][CH:8]=1)=O.[CH2:14]([C:18]1[N:19]([CH2:32][CH2:33][CH2:34][NH:35][CH:36]2[CH2:41][CH2:40][N:39]([CH3:42])[CH2:38][CH2:37]2)[C:20]2[C:29]3[CH:28]=[CH:27][CH:26]=[CH:25][C:24]=3[N:23]=[C:22]([NH2:30])[C:21]=2[N:31]=1)[CH2:15][CH2:16][CH3:17].C(O[BH-](OC(=O)C)OC(=O)C)(=O)C.[Na+].C(O)(=O)C. (9) Given the product [C:24]([C:26]1[CH:31]=[CH:30][CH:29]=[CH:28][C:27]=1[S:32]([C:2]1[CH:3]=[C:4]2[C:8](=[CH:9][CH:10]=1)[N:7]([CH:11]1[CH2:16][CH2:15][N:14]([C:17]([O:19][C:20]([CH3:23])([CH3:22])[CH3:21])=[O:18])[CH2:13][CH2:12]1)[CH2:6][CH2:5]2)(=[O:34])=[O:33])#[N:25], predict the reactants needed to synthesize it. The reactants are: I[C:2]1[CH:3]=[C:4]2[C:8](=[CH:9][CH:10]=1)[N:7]([CH:11]1[CH2:16][CH2:15][N:14]([C:17]([O:19][C:20]([CH3:23])([CH3:22])[CH3:21])=[O:18])[CH2:13][CH2:12]1)[CH2:6][CH2:5]2.[C:24]([C:26]1[CH:31]=[CH:30][CH:29]=[CH:28][C:27]=1[S:32](F)(=[O:34])=[O:33])#[N:25].C([Li])(C)(C)C. (10) Given the product [NH:8]1[C@@H:9]2[C@@H:10]1[CH:11]=[C:12]([C:26]([O:28][CH2:29][CH3:30])=[O:27])[CH2:13][C@H:14]2[O:15][S:16]([C:19]1[CH:25]=[CH:24][C:22]([CH3:23])=[CH:21][CH:20]=1)(=[O:18])=[O:17].[Br-:31].[CH2:1]([NH+:3]([CH2:6][CH3:7])[CH2:4][CH3:5])[CH3:2], predict the reactants needed to synthesize it. The reactants are: [CH2:1]([N:3]([CH2:6][CH3:7])[CH2:4][CH3:5])[CH3:2].[NH2:8][C@@H:9]1[C@H:14]([O:15][S:16]([C:19]2[CH:25]=[CH:24][C:22]([CH3:23])=[CH:21][CH:20]=2)(=[O:18])=[O:17])[CH2:13][C:12]([C:26]([O:28][CH2:29][CH3:30])=[O:27])=[CH:11][C@H:10]1[Br:31].